Task: Predict which catalyst facilitates the given reaction.. Dataset: Catalyst prediction with 721,799 reactions and 888 catalyst types from USPTO (1) Reactant: C([C@@H]1C(OC)=[N:8][C@@H:7]([CH2:12][CH2:13][C:14]2[CH:19]=[CH:18][CH:17]=[CH:16][C:15]=2[C:20]2[N:21]=[CH:22][N:23](C(C3C=CC=CC=3)(C3C=CC=CC=3)C3C=CC=CC=3)[CH:24]=2)[C:6]([O:44]C)=N1)(C)C.Cl.[OH:47][Li:48].O. Product: [NH:23]1[CH:24]=[C:20]([C:15]2[CH:16]=[CH:17][CH:18]=[CH:19][C:14]=2[CH2:13][CH2:12][C@H:7]([NH2:8])[C:6]([O-:44])=[O:47])[N:21]=[CH:22]1.[Li+:48]. The catalyst class is: 8. (2) Reactant: [CH:1]1([CH2:7][CH:8]([C:16]([O:18][CH3:19])=[O:17])[CH2:9][C@@H:10](O)S([O-])(=O)=O)[CH2:6][CH2:5][CH2:4][CH2:3][CH2:2]1.[Na+].CC1CCCO1.[OH-].[Na+].Cl.[NH2:30][C@H:31]1[C:40]([CH2:43][CH3:44])([CH2:41][CH3:42])[C:39]2[CH:38]=[C:37]([C:45]([NH2:47])=[O:46])[CH:36]=[CH:35][C:34]=2[CH2:33][C@@H:32]1[O:48][CH3:49].C(O[BH-](OC(=O)C)OC(=O)C)(=O)C.[Na+]. Product: [CH3:19][O:18][C:16](=[O:17])[C@@H:8]([CH2:7][CH:1]1[CH2:6][CH2:5][CH2:4][CH2:3][CH2:2]1)[CH2:9][CH2:10][NH:30][C@@H:31]1[C@@H:32]([O:48][CH3:49])[CH2:33][C:34]2[C:39](=[CH:38][C:37]([C:45](=[O:46])[NH2:47])=[CH:36][CH:35]=2)[C:40]1([CH2:43][CH3:44])[CH2:41][CH3:42]. The catalyst class is: 6. (3) Reactant: C([Li])CCC.C(NC(C)C)(C)C.[C:13]([O:17][C:18]([N:20]1[CH2:24][CH2:23][CH2:22][C@H:21]1[C:25]([O:27][CH3:28])=[O:26])=[O:19])([CH3:16])([CH3:15])[CH3:14].[Br:29][CH2:30][CH2:31][CH2:32]Br.[NH4+].[Cl-]. Product: [Br:29][CH2:30][CH2:31][CH2:32][C@:21]1([C:25]([O:27][CH3:28])=[O:26])[CH2:22][CH2:23][CH2:24][N:20]1[C:18]([O:17][C:13]([CH3:16])([CH3:15])[CH3:14])=[O:19]. The catalyst class is: 7.